Dataset: Catalyst prediction with 721,799 reactions and 888 catalyst types from USPTO. Task: Predict which catalyst facilitates the given reaction. (1) Reactant: [Cl:1][C:2]1[CH:3]=[C:4]([NH:9][C:10]2[C:19]3[C:14](=[CH:15][C:16]([O:22][CH2:23][C:24]4[S:25][C:26]5[CH2:27][NH:28][CH2:29][CH2:30][C:31]=5[N:32]=4)=[C:17]([O:20][CH3:21])[CH:18]=3)[N:13]=[CH:12][N:11]=2)[CH:5]=[CH:6][C:7]=1[Cl:8].[CH:33](=O)[CH3:34].[BH3-]C#N.[Na+].CO.C(OCC)(=O)C. Product: [ClH:1].[Cl:1][C:2]1[CH:3]=[C:4]([NH:9][C:10]2[C:19]3[C:14](=[CH:15][C:16]([O:22][CH2:23][C:24]4[S:25][C:26]5[CH2:27][N:28]([CH2:33][CH3:34])[CH2:29][CH2:30][C:31]=5[N:32]=4)=[C:17]([O:20][CH3:21])[CH:18]=3)[N:13]=[CH:12][N:11]=2)[CH:5]=[CH:6][C:7]=1[Cl:8]. The catalyst class is: 36. (2) Reactant: [F:1][C:2]1[CH:7]=[CH:6][C:5]([F:8])=[CH:4][C:3]=1[C@@H:9]1[CH2:13][C@H:12]([F:14])[CH2:11][N:10]1C(OC(C)(C)C)=O.C(O)(C(F)(F)F)=O. Product: [F:1][C:2]1[CH:7]=[CH:6][C:5]([F:8])=[CH:4][C:3]=1[C@@H:9]1[CH2:13][C@H:12]([F:14])[CH2:11][NH:10]1. The catalyst class is: 2.